Dataset: Reaction yield outcomes from USPTO patents with 853,638 reactions. Task: Predict the reaction yield, written as a fraction of the theoretical maximum amount of product (1.0 means a 100% yield; for example, 0.34 means a 34% yield). The reactants are [F:1][C:2]1[CH:3]=[C:4]([S:8]([NH2:11])(=[O:10])=[O:9])[CH:5]=[CH:6][CH:7]=1.[Cl:12][C:13]1[C:22](Cl)=[N:21][C:20]2[C:15](=[CH:16][CH:17]=[CH:18][CH:19]=2)[N:14]=1.C([O-])([O-])=O.[K+].[K+]. The catalyst is CN(C=O)C. The product is [Cl:12][C:13]1[C:22]([NH:11][S:8]([C:4]2[CH:5]=[CH:6][CH:7]=[C:2]([F:1])[CH:3]=2)(=[O:9])=[O:10])=[N:21][C:20]2[C:15]([N:14]=1)=[CH:16][CH:17]=[CH:18][CH:19]=2. The yield is 0.830.